Dataset: Catalyst prediction with 721,799 reactions and 888 catalyst types from USPTO. Task: Predict which catalyst facilitates the given reaction. (1) Reactant: C[O:2][C:3](=[O:21])[CH2:4][CH2:5][C:6]1[CH:11]=[CH:10][C:9]([O:12][CH2:13][C:14]([O:16][C:17]([CH3:20])([CH3:19])[CH3:18])=[O:15])=[CH:8][CH:7]=1.[OH-].[Li+].Cl.CCOC(C)=O. Product: [C:17]([O:16][C:14]([CH2:13][O:12][C:9]1[CH:8]=[CH:7][C:6]([CH2:5][CH2:4][C:3]([OH:21])=[O:2])=[CH:11][CH:10]=1)=[O:15])([CH3:20])([CH3:18])[CH3:19]. The catalyst class is: 76. (2) Reactant: [CH2:1]1[C:6](=[O:7])[C@@H:5]([OH:8])[C@H:4]([OH:9])[C@@H:3]([OH:10])[C@@H:2]1O. Product: [OH:10][C@@H:3]1[C@@H:4]([OH:9])[C@H:5]([OH:8])[C:6](=[O:7])[CH:1]=[CH:2]1. The catalyst class is: 211. (3) Reactant: COC1(C2C=C(C=CC=2)CO)CCOCC1.[H-].[Na+].ClC1OC([C:31]2[CH:36]=[CH:35][C:34]([S:37]([NH2:40])(=[O:39])=[O:38])=[CH:33][CH:32]=2)=C(C2C=CC=CC=2)N=1. Product: [C:34]1([S:37]([NH2:40])(=[O:39])=[O:38])[CH:35]=[CH:36][CH:31]=[CH:32][CH:33]=1. The catalyst class is: 44. (4) Reactant: [CH3:1][N:2]1[C:10]2[C:5](=[CH:6][CH:7]=[CH:8][CH:9]=2)[C:4]([CH:11]=O)=[CH:3]1.[CH3:13][NH2:14].[BH4-].[Na+]. Product: [CH3:1][N:2]1[C:10]2[C:5](=[CH:6][CH:7]=[CH:8][CH:9]=2)[C:4]([CH2:11][NH:14][CH3:13])=[CH:3]1. The catalyst class is: 5. (5) Reactant: [CH2:1]([O:8][C:9]([N:11]1[CH2:16][CH2:15][C:14]2[O:17][C:18]([C:20](=[O:25])[NH:21][CH2:22][CH:23]=O)=[N:19][C:13]=2[CH2:12]1)=[O:10])[C:2]1[CH:7]=[CH:6][CH:5]=[CH:4][CH:3]=1.C1C=CC(P(C2C=CC=CC=2)C2C=CC=CC=2)=CC=1.II.P(C1C=CC=CC=1)(C1C=CC=CC=1)(C1C=CC=CC=1)=O. Product: [CH2:1]([O:8][C:9]([N:11]1[CH2:16][CH2:15][C:14]2[O:17][C:18]([C:20]3[O:25][CH:23]=[CH:22][N:21]=3)=[N:19][C:13]=2[CH2:12]1)=[O:10])[C:2]1[CH:3]=[CH:4][CH:5]=[CH:6][CH:7]=1. The catalyst class is: 2. (6) Reactant: [N:1]1([CH2:7][CH2:8][NH2:9])[CH2:6][CH2:5][CH2:4][CH2:3][CH2:2]1.Cl[C:11]1[N:12]=[N+:13]([O-:23])[C:14]2[CH:20]=[C:19]([O:21][CH3:22])[CH:18]=[CH:17][C:15]=2[N:16]=1. Product: [CH3:22][O:21][C:19]1[CH:18]=[CH:17][C:15]2[N:16]=[C:11]([NH:9][CH2:8][CH2:7][N:1]3[CH2:6][CH2:5][CH2:4][CH2:3][CH2:2]3)[N:12]=[N+:13]([O-:23])[C:14]=2[CH:20]=1. The catalyst class is: 57. (7) Reactant: [CH:1]([N:4](CC)C(C)C)(C)[CH3:2].BrCC#N.[N:14]([C:17]1[CH:43]=[CH:42][CH:41]=[CH:40][C:18]=1[CH2:19][O:20][C:21]([NH:23][CH2:24][CH2:25][CH2:26][CH2:27][C@H:28]([NH:32][C:33]([O:35][C:36]([CH3:39])([CH3:38])[CH3:37])=[O:34])[C:29]([OH:31])=[O:30])=[O:22])=[N+:15]=[N-:16]. Product: [N:14]([C:17]1[CH:43]=[CH:42][CH:41]=[CH:40][C:18]=1[CH2:19][O:20][C:21]([NH:23][CH2:24][CH2:25][CH2:26][CH2:27][C@H:28]([NH:32][C:33]([O:35][C:36]([CH3:39])([CH3:38])[CH3:37])=[O:34])[C:29]([O:31][CH2:2][C:1]#[N:4])=[O:30])=[O:22])=[N+:15]=[N-:16]. The catalyst class is: 10. (8) Reactant: [Br:1][C:2]1[CH:14]=[C:13]([CH:15]2[C:24]3[C:23](=[O:25])[CH2:22][CH:21]([CH2:26][CH2:27][CH3:28])[CH2:20][C:19]=3[NH:18][C:17]([CH3:29])=[C:16]2[C:30]#[N:31])[CH:12]=[C:11]([O:32][CH2:33][CH3:34])[C:3]=1[O:4][CH2:5][CH:6]=[CH:7][C:8](O)=[O:9].CN(C(ON1N=NC2C=CC=NC1=2)=[N+](C)C)C.F[P-](F)(F)(F)(F)F.CCN(C(C)C)C(C)C.[CH3:68][O:69][CH2:70][CH2:71][NH2:72]. Product: [CH3:68][O:69][CH2:70][CH2:71][NH:72][C:8](=[O:9])[CH:7]=[CH:6][CH2:5][O:4][C:3]1[C:11]([O:32][CH2:33][CH3:34])=[CH:12][C:13]([CH:15]2[C:24]3[C:23](=[O:25])[CH2:22][CH:21]([CH2:26][CH2:27][CH3:28])[CH2:20][C:19]=3[NH:18][C:17]([CH3:29])=[C:16]2[C:30]#[N:31])=[CH:14][C:2]=1[Br:1]. The catalyst class is: 46. (9) Reactant: [F:1][C:2]1[CH:7]=[CH:6][CH:5]=[CH:4][C:3]=1[N:8]1[C:16]2[C:11](=[C:12]([N:17]3[CH2:22][CH2:21][CH2:20][N:19]([CH2:23][C:24](O)=[O:25])[C:18]3=[O:27])[CH:13]=[CH:14][CH:15]=2)[CH:10]=[N:9]1.C(N(C(C)C)C(C)C)C.Cl.[F:38][C@H:39]1[CH2:43][CH2:42][NH:41][CH2:40]1.CN(C(ON1N=NC2C=CC=NC1=2)=[N+](C)C)C.F[P-](F)(F)(F)(F)F. The catalyst class is: 9. Product: [F:1][C:2]1[CH:7]=[CH:6][CH:5]=[CH:4][C:3]=1[N:8]1[C:16]2[C:11](=[C:12]([N:17]3[CH2:22][CH2:21][CH2:20][N:19]([CH2:23][C:24]([N:41]4[CH2:42][CH2:43][C@H:39]([F:38])[CH2:40]4)=[O:25])[C:18]3=[O:27])[CH:13]=[CH:14][CH:15]=2)[CH:10]=[N:9]1.